The task is: Predict which catalyst facilitates the given reaction.. This data is from Catalyst prediction with 721,799 reactions and 888 catalyst types from USPTO. (1) Product: [F:31][C:29]([F:32])([F:30])[CH2:28][CH2:27][S:24]([O:23][C:20]1[CH:21]=[CH:22][C:17]([N:9]2[C:10]([CH3:16])=[C:11]([C:13]([Cl:36])=[O:14])[N:12]=[C:8]2[C:3]2[CH:4]=[CH:5][CH:6]=[CH:7][C:2]=2[Cl:1])=[CH:18][CH:19]=1)(=[O:25])=[O:26]. Reactant: [Cl:1][C:2]1[CH:7]=[CH:6][CH:5]=[CH:4][C:3]=1[C:8]1[N:9]([C:17]2[CH:22]=[CH:21][C:20]([O:23][S:24]([CH2:27][CH2:28][C:29]([F:32])([F:31])[F:30])(=[O:26])=[O:25])=[CH:19][CH:18]=2)[C:10]([CH3:16])=[C:11]([C:13](O)=[O:14])[N:12]=1.C(Cl)(=O)C([Cl:36])=O. The catalyst class is: 59. (2) Reactant: [C:1]([C:3]1[CH:8]=[CH:7][C:6]([N:9]2[CH2:14][CH2:13][NH:12][CH2:11][CH2:10]2)=[CH:5][CH:4]=1)#[N:2].P12(SP3(SP(SP(S3)(S1)=S)(=S)S2)=S)=[S:16]. Product: [N:9]1([C:6]2[CH:5]=[CH:4][C:3]([C:1]([NH2:2])=[S:16])=[CH:8][CH:7]=2)[CH2:14][CH2:13][NH:12][CH2:11][CH2:10]1. The catalyst class is: 5. (3) Reactant: [Br:1][C:2]1[C:3]([F:11])=[C:4](B(O)O)[CH:5]=[CH:6][CH:7]=1.C(O)(=[O:14])C.OO. Product: [Br:1][C:2]1[C:3]([F:11])=[C:4]([OH:14])[CH:5]=[CH:6][CH:7]=1. The catalyst class is: 7. (4) Reactant: [C:1]([O:5][C:6](=[O:20])[NH:7][CH2:8][C:9]1[CH:14]=[CH:13][C:12]([Cl:15])=[C:11]([N:16]=[C:17]=S)[C:10]=1[Cl:19])([CH3:4])([CH3:3])[CH3:2].[NH2:21][C:22]1[C:23]([NH2:46])=[N:24][C:25]([O:41][CH2:42][CH:43]([F:45])[F:44])=[C:26]([CH:40]=1)[C:27]([NH:29][C@H:30]1[CH2:35][CH2:34][C@H:33]([C:36]([F:39])([F:38])[F:37])[CH2:32][CH2:31]1)=[O:28].C(Cl)CCl. Product: [C:1]([O:5][C:6](=[O:20])[NH:7][CH2:8][C:9]1[CH:14]=[CH:13][C:12]([Cl:15])=[C:11]([NH:16][C:17]2[NH:46][C:23]3=[N:24][C:25]([O:41][CH2:42][CH:43]([F:45])[F:44])=[C:26]([C:27](=[O:28])[NH:29][C@H:30]4[CH2:31][CH2:32][C@H:33]([C:36]([F:38])([F:37])[F:39])[CH2:34][CH2:35]4)[CH:40]=[C:22]3[N:21]=2)[C:10]=1[Cl:19])([CH3:4])([CH3:3])[CH3:2]. The catalyst class is: 23. (5) Reactant: Cl[C:2]1[CH:9]=[CH:8][C:7]([C:10]([F:13])([F:12])[F:11])=[CH:6][C:3]=1[C:4]#[N:5].[C:14]([O:18][CH3:19])(=[O:17])[CH2:15][SH:16].C(=O)([O-])[O-].[K+].[K+].CN(C)C=O. Product: [NH2:5][C:4]1[C:3]2[CH:6]=[C:7]([C:10]([F:13])([F:12])[F:11])[CH:8]=[CH:9][C:2]=2[S:16][C:15]=1[C:14]([O:18][CH3:19])=[O:17]. The catalyst class is: 6. (6) Reactant: NC(=O)[C@@H](O)CN[C:6]1[N:11]=[C:10](Cl)[N:9]=[C:8]([C:13]([NH2:15])=[O:14])[CH:7]=1.[F:18][C:19]1[CH:40]=[CH:39][C:22]([O:23][C:24]2[CH:29]=[CH:28][C:27](B3OC(C)(C)C(C)(C)O3)=[CH:26][CH:25]=2)=[CH:21][CH:20]=1.C([O-])([O-])=O.[Na+].[Na+]. Product: [F:18][C:19]1[CH:40]=[CH:39][C:22]([O:23][C:24]2[CH:29]=[CH:28][C:27]([C:10]3[N:9]=[C:8]([C:13]([NH2:15])=[O:14])[CH:7]=[CH:6][N:11]=3)=[CH:26][CH:25]=2)=[CH:21][CH:20]=1. The catalyst class is: 75. (7) Reactant: [F:1][C:2]1[C:10]([O:11][C:12]2[C:17]3=[C:18]([CH3:26])[C:19]([O:21][CH2:22][CH:23]4[CH2:25][O:24]4)=[CH:20][N:16]3[N:15]=[CH:14][N:13]=2)=[CH:9][CH:8]=[C:7]2[C:3]=1[CH:4]=[C:5]([CH3:27])[NH:6]2.[CH3:28][N:29]([CH3:34])[S:30]([NH2:33])(=[O:32])=[O:31].[C:35](=O)([O-])[O-].[K+].[K+]. Product: [F:1][C:2]1[C:10]([O:11][C:12]2[C:17]3=[C:18]([CH3:26])[C:19]([O:21][CH2:22][CH:23]([OH:24])[CH2:25][CH2:35][NH:33][S:30]([N:29]([CH3:34])[CH3:28])(=[O:32])=[O:31])=[CH:20][N:16]3[N:15]=[CH:14][N:13]=2)=[CH:9][CH:8]=[C:7]2[C:3]=1[CH:4]=[C:5]([CH3:27])[NH:6]2. The catalyst class is: 174. (8) Reactant: [NH2:1][C:2]1[CH:29]=[CH:28][C:5]([CH2:6][N:7]2[C:16]3[C:11](=[C:12]([CH2:19][CH:20]4[S:24][C:23](=[O:25])[NH:22][C:21]4=[O:26])[CH:13]=[CH:14][C:15]=3[O:17][CH3:18])[CH2:10][CH2:9][C:8]2=[O:27])=[CH:4][CH:3]=1.N1C=CC=CC=1.Cl[C:37]([O:39][CH2:40][CH2:41][CH2:42][CH2:43][CH3:44])=[O:38].Cl. Product: [CH2:40]([O:39][C:37]([NH:1][C:2]1[CH:3]=[CH:4][C:5]([CH2:6][N:7]2[C:16]3[C:11](=[C:12]([CH2:19][CH:20]4[S:24][C:23](=[O:25])[NH:22][C:21]4=[O:26])[CH:13]=[CH:14][C:15]=3[O:17][CH3:18])[CH2:10][CH2:9][C:8]2=[O:27])=[CH:28][CH:29]=1)=[O:38])[CH2:41][CH2:42][CH2:43][CH3:44]. The catalyst class is: 4. (9) Reactant: [NH:1]1[C:9]2[CH:8]=[CH:7][CH:6]=[C:5]([C:10](OC)=[O:11])[C:4]=2[CH:3]=[CH:2]1.[H-].[H-].[H-].[H-].[Li+].[Al+3].N#N. Product: [OH:11][CH2:10][C:5]1[CH:6]=[CH:7][CH:8]=[C:9]2[C:4]=1[CH:3]=[CH:2][NH:1]2. The catalyst class is: 7.